Dataset: Catalyst prediction with 721,799 reactions and 888 catalyst types from USPTO. Task: Predict which catalyst facilitates the given reaction. (1) Reactant: [NH2:1][C:2]1[N:3]=[C:4]2[CH:9]=[CH:8][C:7]([O:10][C:11]3[CH:12]=[C:13]([NH:17][C:18]([C:20]4[C:25]([CH3:26])=[CH:24][CH:23]=[CH:22][N:21]=4)=[O:19])[CH:14]=[CH:15][CH:16]=3)=[CH:6][N:5]2[CH:27]=1.[CH3:28][O:29][CH2:30][C:31](Cl)=[O:32].CO.C(=O)([O-])[O-].[Na+].[Na+]. Product: [CH3:28][O:29][CH2:30][C:31]([NH:1][C:2]1[N:3]=[C:4]2[CH:9]=[CH:8][C:7]([O:10][C:11]3[CH:12]=[C:13]([NH:17][C:18]([C:20]4[C:25]([CH3:26])=[CH:24][CH:23]=[CH:22][N:21]=4)=[O:19])[CH:14]=[CH:15][CH:16]=3)=[CH:6][N:5]2[CH:27]=1)=[O:32]. The catalyst class is: 722. (2) The catalyst class is: 8. Product: [Cl:1][C:2]1[CH:3]=[C:4]([C@@H:8]([OH:35])[CH2:9][NH:10][CH2:11][CH2:12][CH2:13][C:14]2[CH:15]=[CH:16][C:17]([S:20]([C:23]3[CH:33]=[CH:32][C:26]([C:27]([O-:29])=[O:28])=[C:25]([CH3:34])[CH:24]=3)(=[O:21])=[O:22])=[CH:18][CH:19]=2)[CH:5]=[CH:6][CH:7]=1.[Na+:37]. Reactant: [Cl:1][C:2]1[CH:3]=[C:4]([C@@H:8]([OH:35])[CH2:9][NH:10][CH2:11][CH2:12][CH2:13][C:14]2[CH:19]=[CH:18][C:17]([S:20]([C:23]3[CH:33]=[CH:32][C:26]([C:27]([O:29]CC)=[O:28])=[C:25]([CH3:34])[CH:24]=3)(=[O:22])=[O:21])=[CH:16][CH:15]=2)[CH:5]=[CH:6][CH:7]=1.[OH-].[Na+:37]. (3) Reactant: [Se]=O.C([O:7]O)(C)(C)C.[C:9]([O:13][C:14](=[O:33])[C:15]([O:29][C:30](=[O:32])[CH3:31])([C:26](=[O:28])[CH3:27])[CH2:16]/[CH:17]=[C:18](/[CH3:25])\[CH2:19][CH2:20][CH:21]=[C:22]([CH3:24])[CH3:23])([CH3:12])([CH3:11])[CH3:10]. Product: [C:9]([O:13][C:14](=[O:33])[C:15]([O:29][C:30](=[O:32])[CH3:31])([C:26](=[O:28])[CH3:27])[CH2:16]/[CH:17]=[C:18](/[CH3:25])\[CH2:19][CH2:20][CH:21]=[C:22]([CH3:24])[CH2:23][OH:7])([CH3:10])([CH3:11])[CH3:12]. The catalyst class is: 2. (4) Reactant: [CH3:1][N:2]1[CH2:7][CH2:6][C@@H:5]2[CH2:8][CH2:9][C@H:10]([C:12]([O:14]C)=[O:13])[CH2:11][N:4]2[C:3]1=[O:16].[Li+].[OH-]. Product: [CH3:1][N:2]1[CH2:7][CH2:6][C@@H:5]2[CH2:8][CH2:9][C@H:10]([C:12]([OH:14])=[O:13])[CH2:11][N:4]2[C:3]1=[O:16]. The catalyst class is: 200. (5) Reactant: [CH2:1]([C:3]1[N:4]=[C:5]2[CH:10]=[CH:9][CH:8]=[CH:7][N:6]2[C:11]=1I)[CH3:2].[Li]CCCC.[CH:18]([P:28]([O:33][CH2:34][CH3:35])(=[O:32])[O:29][CH2:30][CH3:31])([P:20]([O:25][CH2:26][CH3:27])(=[O:24])[O:21][CH2:22][CH3:23])C. Product: [CH2:30]([O:29][P:28]([CH:18]([P:20]([O:25][CH2:26][CH3:27])([O:21][CH2:22][CH3:23])=[O:24])[C:11]1[N:6]2[CH:7]=[CH:8][CH:9]=[CH:10][C:5]2=[N:4][C:3]=1[CH2:1][CH3:2])(=[O:32])[O:33][CH2:34][CH3:35])[CH3:31]. The catalyst class is: 1.